Dataset: Full USPTO retrosynthesis dataset with 1.9M reactions from patents (1976-2016). Task: Predict the reactants needed to synthesize the given product. (1) Given the product [C:35]([O:34][C:33]([N:32]([CH3:40])[CH2:31][CH2:30][N:29]([CH2:28][C:27]1[C:23]([C:5]2[CH2:6][C@H:7]([C:8]([O:10][CH3:11])=[O:9])[C:2]([CH3:1])([CH3:21])[CH2:3][CH:4]=2)=[N:24][N:25]([CH:42]2[CH2:47][CH2:46][CH2:45][CH2:44][O:43]2)[CH:26]=1)[CH3:41])=[O:39])([CH3:38])([CH3:37])[CH3:36], predict the reactants needed to synthesize it. The reactants are: [CH3:1][C:2]1([CH3:21])[C@@H:7]([C:8]([O:10][CH3:11])=[O:9])[CH2:6][C:5](B2OC(C)(C)C(C)(C)O2)=[CH:4][CH2:3]1.I[C:23]1[C:27]([CH2:28][N:29]([CH3:41])[CH2:30][CH2:31][N:32]([CH3:40])[C:33](=[O:39])[O:34][C:35]([CH3:38])([CH3:37])[CH3:36])=[CH:26][N:25]([CH:42]2[CH2:47][CH2:46][CH2:45][CH2:44][O:43]2)[N:24]=1.C([O-])([O-])=O.[K+].[K+].C(Cl)Cl. (2) Given the product [Cl:1][C:2]1[C:3]2[NH:4][CH:12]([C:11]([OH:15])=[O:14])[CH:18]3[CH2:19][CH2:20][O:16][CH:17]3[C:5]=2[C:6]([Cl:10])=[C:7]([Cl:9])[CH:8]=1, predict the reactants needed to synthesize it. The reactants are: [Cl:1][C:2]1[CH:8]=[C:7]([Cl:9])[C:6]([Cl:10])=[CH:5][C:3]=1[NH2:4].[C:11]([OH:15])(=[O:14])[CH:12]=O.[O:16]1[CH:20]=[CH:19][CH2:18][CH2:17]1. (3) Given the product [CH3:1][C@@H:2]([CH2:7][C:8]1[CH:13]=[CH:12][CH:11]=[CH:10][CH:9]=1)[CH2:3][OH:4], predict the reactants needed to synthesize it. The reactants are: [CH3:1][C@@H:2]([CH2:7][C:8]1[CH:13]=[CH:12][CH:11]=[CH:10][CH:9]=1)[C:3](OC)=[O:4].C[O-].[Na+].O1CCCC1.[H][H].